Dataset: Catalyst prediction with 721,799 reactions and 888 catalyst types from USPTO. Task: Predict which catalyst facilitates the given reaction. (1) Product: [F:1][C:2]1[CH:10]=[C:9]([N+:11]([O-:13])=[O:12])[CH:8]=[CH:7][C:3]=1[CH:4]=[O:5]. Reactant: [F:1][C:2]1[CH:10]=[C:9]([N+:11]([O-:13])=[O:12])[CH:8]=[CH:7][C:3]=1[C:4](O)=[O:5].[BH4-].[Na+].[Cl-].[NH4+].O. The catalyst class is: 9. (2) Reactant: [CH:1]12[N:8]([C:9]([C:11]3[S:12][CH:13]=[C:14](Br)[N:15]=3)=[O:10])[CH:5]([CH2:6][CH2:7]1)[CH2:4][O:3][CH2:2]2.C(O)C.[Cl:20][C:21]1[CH:26]=[CH:25][C:24](B(O)O)=[CH:23][CH:22]=1.C(=O)([O-])[O-].[K+].[K+]. Product: [CH:1]12[N:8]([C:9]([C:11]3[S:12][CH:13]=[C:14]([C:24]4[CH:25]=[CH:26][C:21]([Cl:20])=[CH:22][CH:23]=4)[N:15]=3)=[O:10])[CH:5]([CH2:6][CH2:7]1)[CH2:4][O:3][CH2:2]2. The catalyst class is: 109. (3) Reactant: C([N:4]1[C:46]2[C:41](=[CH:42][CH:43]=[C:44]([Cl:47])[CH:45]=2)[C:6]2([CH:11]([C:12]3[CH:17]=[C:16]([Cl:18])[CH:15]=[CH:14][C:13]=3[O:19][C:20]([CH2:30][CH3:31])([C:23]([NH:25][S:26]([CH3:29])(=[O:28])=[O:27])=[O:24])[CH2:21][CH3:22])[CH2:10][C:9](=[O:32])[NH:8][CH:7]2[C:33]2[CH:38]=[C:37]([Cl:39])[CH:36]=[CH:35][C:34]=2[CH3:40])[C:5]1=[O:48])(=O)C.[OH-].[Na+].O. Product: [Cl:47][C:44]1[CH:45]=[C:46]2[NH:4][C:5](=[O:48])[C:6]3([CH:11]([C:12]4[CH:17]=[C:16]([Cl:18])[CH:15]=[CH:14][C:13]=4[O:19][C:20]([CH2:30][CH3:31])([C:23]([NH:25][S:26]([CH3:29])(=[O:28])=[O:27])=[O:24])[CH2:21][CH3:22])[CH2:10][C:9](=[O:32])[NH:8][CH:7]3[C:33]3[CH:38]=[C:37]([Cl:39])[CH:36]=[CH:35][C:34]=3[CH3:40])[C:41]2=[CH:42][CH:43]=1. The catalyst class is: 5.